This data is from Full USPTO retrosynthesis dataset with 1.9M reactions from patents (1976-2016). The task is: Predict the reactants needed to synthesize the given product. (1) Given the product [F:17][C:14]([F:15])([F:16])[C:9]1[CH:10]=[CH:11][CH:12]=[CH:13][C:8]=1[C:6]([CH:4]1[CH2:5][N:2]([C:19]2[S:20][C:21]([C:24]3[N:25]=[N:26][N:27]([CH2:29][C:30]([O:32][CH2:33][CH3:34])=[O:31])[N:28]=3)=[CH:22][N:23]=2)[CH2:3]1)=[O:7], predict the reactants needed to synthesize it. The reactants are: Cl.[NH:2]1[CH2:5][CH:4]([C:6]([C:8]2[CH:13]=[CH:12][CH:11]=[CH:10][C:9]=2[C:14]([F:17])([F:16])[F:15])=[O:7])[CH2:3]1.Br[C:19]1[S:20][C:21]([C:24]2[N:25]=[N:26][N:27]([CH2:29][C:30]([O:32][CH2:33][CH3:34])=[O:31])[N:28]=2)=[CH:22][N:23]=1.CN1C(=O)CCC1.C1CCN2C(=NCCC2)CC1. (2) The reactants are: [F:1][C:2]1[CH:7]=[CH:6][C:5]([NH:8][C:9]2[S:10][CH:11]=[CH:12][N:13]=2)=[CH:4][CH:3]=1.Cl[CH2:15][CH2:16][CH2:17][OH:18]. Given the product [F:1][C:2]1[CH:3]=[CH:4][C:5]([N:8]([C:9]2[S:10][CH:11]=[CH:12][N:13]=2)[CH2:15][CH2:16][CH2:17][OH:18])=[CH:6][CH:7]=1, predict the reactants needed to synthesize it.